This data is from B-cell epitopes from IEDB database with 3,159 antigens for binding position prediction. The task is: Token-level Classification. Given an antigen amino acid sequence, predict which amino acid positions are active epitope sites capable of antibody binding. Output is a list of indices for active positions. (1) Given the antigen sequence: MNALRRLPVICSFLVFLVFSNVLCFRGNNGHNSSSSLYNGSQFIEQLNNSFTSAFLESQSMNKIGDDLAETISNELVSVLQKNSPTFLESSFDIKSEVKKHAKSMLKELIKVGLPSFENLVAENVKPPKVDPATYGIIVPVLTSLFNKVETAVGAKVSDEIWNYNSPDVSESEESLSDDFFD, which amino acid positions are active epitope sites? The epitope positions are: [72, 73, 74, 75, 76, 77, 78, 79, 80, 81, 82, 83, 84, 85, 86]. The amino acids at these positions are: SNELVSVLQKNSPTF. (2) Given the antigen sequence: MSLLTEVETPIRSEWGCRCNDSGDPLVAAASIIGILHLILWILDRLFFKCIHRRFKYGLKRGPSTEGVPESMREEYRQKQQSAVDVDDGHFVNIALE, which amino acid positions are active epitope sites? The epitope positions are: [1, 2, 3, 4, 5, 6, 7, 8, 9, 10, 11, 12, 13, 14, 15, 16, 17, 18, 19, 20... (23 total positions)]. The amino acids at these positions are: SLLTEVETPIRSEWGCRCNDSGD. (3) Given the antigen sequence: MATRLLCYTVLCLLGARILNSKVIQTPRYLVKGQGQKAKMRCIPEKGHPVVFWYQQNKNNEFKFLINFQNQEVLQQIDMTEKRFSAECPSNSPCSLEIQSSEAGDSALYLCASSLWTGGWEQYFGPGTRLTVLEDLRNVTPPKVSLFEPSKAEIANKQKATLVCLARGFFPDHVELSWWVNGKEVHSGVSTDPQAYKESNYSYCLSSRLRVSATFWHNPRNHFRCQVQFHGLSEEDKWPEGSPKPVTQNISAEAWGRADCGITSASYHQGVLSATILYEILLGKATLYAVLVSGLVLMAMVKKKNS, which amino acid positions are active epitope sites? The epitope positions are: [31, 32, 33, 34, 35, 36, 37, 38, 39, 40, 41, 42, 43, 44, 45, 46, 47]. The amino acids at these positions are: KGQGQKAKMRCIPEKGH. (4) Given the antigen sequence: MKFFALSLVVSAAFSVFTDAAITKIPIKKVHETATEKLSRYSHTGEYLTQKYFNSQRNNQPMETFKLNPDGSANHGVPLSNYLNAQYYGEIEIGTPPQPFTVVFDTGSSNLWVPSTHCTSIACFLHKRYDSASSRTYSENGTEFAIQYGTGSLEGFISQDTLSVGGIQVEDQGFAESTKEPGLTFAFAKFDGIFGLGYDTISVKHTIPPFYHMVNRDLVDEPLFSFWLNDANKDQDNGGELIFGGVDEDHFEGDIHWSDVRRKGYWEITMENIKFGDDYVDIDPVGAAIDTGSSLLVAPTTVAALINKELGAEKNWAGQYVVDCNKVPSLPEFCFVFNGKDFCLEGKDYVLEVQGQCISGFMGMDIPEPAGPLWIVGDVFLRKFYSVYDLGNNRVGLAPSK, which amino acid positions are active epitope sites? The epitope positions are: [43, 44, 45, 46, 47, 48, 49, 50, 51, 52, 53, 54, 55, 56, 57, 58]. The amino acids at these positions are: TGEYLTQKYFNSQRNN.